From a dataset of Reaction yield outcomes from USPTO patents with 853,638 reactions. Predict the reaction yield, written as a fraction of the theoretical maximum amount of product (1.0 means a 100% yield; for example, 0.34 means a 34% yield). (1) The reactants are [Br:1][C:2]1[C:3]([OH:11])=[CH:4][C:5]([Cl:10])=[C:6]([CH:9]=1)[C:7]#[N:8].O.[OH-].[Li+].S(OC)(O[CH3:18])=O. The catalyst is O1CCCC1. The product is [Br:1][C:2]1[C:3]([O:11][CH3:18])=[CH:4][C:5]([Cl:10])=[C:6]([CH:9]=1)[C:7]#[N:8]. The yield is 0.850. (2) The reactants are Br[C:2]1[N:7]=[CH:6][C:5]([CH:8]=[O:9])=[CH:4][CH:3]=1.[CH3:10][O:11][C:12](=[O:20])[C:13]1[CH:18]=[CH:17][C:16]([OH:19])=[CH:15][CH:14]=1.C([O-])([O-])=O.[K+].[K+]. The catalyst is CN(C=O)C. The product is [CH3:10][O:11][C:12](=[O:20])[C:13]1[CH:18]=[CH:17][C:16]([O:19][C:2]2[CH:3]=[CH:4][C:5]([CH:8]=[O:9])=[CH:6][N:7]=2)=[CH:15][CH:14]=1. The yield is 0.950. (3) The reactants are [Cl:1][C:2]1[C:13]([Cl:14])=[CH:12][CH:11]=[CH:10][C:3]=1[CH:4]=[C:5]([C:8]#[N:9])[C:6]#[N:7].O1CCCC1.[BH4-].[Na+].C(C(CC1C=CC(OC)=CC=1)(C#N)C#N)C=C. The catalyst is C(O)C. The product is [Cl:1][C:2]1[C:13]([Cl:14])=[CH:12][CH:11]=[CH:10][C:3]=1[CH2:4][CH:5]([C:6]#[N:7])[C:8]#[N:9]. The yield is 0.680. (4) The reactants are [OH:1][C:2]1[CH:3]=[CH:4][C:5]2[C:9]([O:10][C:11]3[CH:16]=[CH:15][C:14](/[CH:17]=[CH:18]/[C:19](O)=[O:20])=[CH:13][CH:12]=3)=[C:8]([C:22]3[CH:27]=[CH:26][C:25]([C:28]([F:31])([F:30])[F:29])=[CH:24][CH:23]=3)[S:7][C:6]=2[CH:32]=1.Cl.CN.[CH3:36][N:37](C(ON1N=NC2C=CC=NC1=2)=[N+](C)C)C.F[P-](F)(F)(F)(F)F.CCN(C(C)C)C(C)C. The catalyst is CN(C=O)C. The product is [OH:1][C:2]1[CH:3]=[CH:4][C:5]2[C:9]([O:10][C:11]3[CH:16]=[CH:15][C:14](/[CH:17]=[CH:18]/[C:19]([NH:37][CH3:36])=[O:20])=[CH:13][CH:12]=3)=[C:8]([C:22]3[CH:27]=[CH:26][C:25]([C:28]([F:31])([F:30])[F:29])=[CH:24][CH:23]=3)[S:7][C:6]=2[CH:32]=1. The yield is 0.840. (5) The catalyst is CS(C)=O. The reactants are [OH:1][CH2:2][C@@H:3]([N:8]([CH3:19])[C:9](=[O:18])[O:10][CH2:11][C:12]1[CH:17]=[CH:16][CH:15]=[CH:14][CH:13]=1)[C@@H:4]([CH3:7])[CH2:5][CH3:6].C(N(CC)CC)C.O.COC(C)(C)C. The yield is 0.870. The product is [CH3:19][N:8]([C@@H:3]([C@@H:4]([CH3:7])[CH2:5][CH3:6])[CH:2]=[O:1])[C:9](=[O:18])[O:10][CH2:11][C:12]1[CH:13]=[CH:14][CH:15]=[CH:16][CH:17]=1. (6) The reactants are F[C:2]1[CH:9]=[CH:8][C:5]([C:6]#[N:7])=[C:4]([CH3:10])[CH:3]=1.[C:11]([O:15][C:16]([N:18]1[CH2:23][CH2:22][CH:21]([OH:24])[CH2:20][CH2:19]1)=[O:17])([CH3:14])([CH3:13])[CH3:12].[H-].[Na+]. The catalyst is CN(C=O)C. The product is [C:11]([O:15][C:16]([N:18]1[CH2:23][CH2:22][CH:21]([O:24][C:2]2[CH:9]=[CH:8][C:5]([C:6]#[N:7])=[C:4]([CH3:10])[CH:3]=2)[CH2:20][CH2:19]1)=[O:17])([CH3:14])([CH3:12])[CH3:13]. The yield is 0.810.